This data is from Peptide-MHC class I binding affinity with 185,985 pairs from IEDB/IMGT. The task is: Regression. Given a peptide amino acid sequence and an MHC pseudo amino acid sequence, predict their binding affinity value. This is MHC class I binding data. (1) The peptide sequence is RMRGAHTNDVK. The MHC is HLA-B53:01 with pseudo-sequence HLA-B53:01. The binding affinity (normalized) is 0. (2) The peptide sequence is SLFKNVRLLK. The MHC is HLA-A03:01 with pseudo-sequence HLA-A03:01. The binding affinity (normalized) is 0.849. (3) The peptide sequence is SLYYTIATI. The MHC is HLA-A68:02 with pseudo-sequence HLA-A68:02. The binding affinity (normalized) is 0.0829. (4) The peptide sequence is QVCIDILRS. The MHC is HLA-A02:01 with pseudo-sequence HLA-A02:01. The binding affinity (normalized) is 0.